From a dataset of Forward reaction prediction with 1.9M reactions from USPTO patents (1976-2016). Predict the product of the given reaction. (1) Given the reactants C(OC[N:10]1[C:18]2[C:17]([NH2:19])=[N:16][C:15]([CH2:20][O:21][CH2:22][CH3:23])=[N:14][C:13]=2[C:12]([C:24]#[C:25][CH2:26][CH2:27][CH2:28][CH2:29][N:30]2[CH2:35][CH2:34][CH2:33][CH2:32][CH2:31]2)=[CH:11]1)C1C=CC=CC=1.[H][H], predict the reaction product. The product is: [CH2:22]([O:21][CH2:20][C:15]1[N:16]=[C:17]([NH2:19])[C:18]2[NH:10][CH:11]=[C:12]([CH2:24][CH2:25][CH2:26][CH2:27][CH2:28][CH2:29][N:30]3[CH2:35][CH2:34][CH2:33][CH2:32][CH2:31]3)[C:13]=2[N:14]=1)[CH3:23]. (2) The product is: [C:3]1([CH2:9][O:10][C:11]2[CH:26]=[CH:25][C:24]([N:27]3[CH2:28][CH2:29][CH2:30][CH2:31][CH2:32]3)=[CH:23][C:12]=2[C:13]([OH:15])=[O:14])[CH:4]=[CH:5][CH:6]=[CH:7][CH:8]=1. Given the reactants [Li+].[OH-].[C:3]1([CH2:9][O:10][C:11]2[CH:26]=[CH:25][C:24]([N:27]3[CH2:32][CH2:31][CH2:30][CH2:29][CH2:28]3)=[CH:23][C:12]=2[C:13]([O:15]CC2C=CC=CC=2)=[O:14])[CH:8]=[CH:7][CH:6]=[CH:5][CH:4]=1.Cl, predict the reaction product. (3) Given the reactants [CH:1]([N:14]1[CH2:17][C:16](=[O:18])[CH2:15]1)([C:8]1[CH:13]=[CH:12][CH:11]=[CH:10][CH:9]=1)[C:2]1[CH:7]=[CH:6][CH:5]=[CH:4][CH:3]=1.[F:19][C:20]([Si](C)(C)C)([F:22])[F:21].[F-].C([N+](CCCC)(CCCC)CCCC)CCC, predict the reaction product. The product is: [CH:1]([N:14]1[CH2:17][C:16]([C:20]([F:22])([F:21])[F:19])([OH:18])[CH2:15]1)([C:8]1[CH:13]=[CH:12][CH:11]=[CH:10][CH:9]=1)[C:2]1[CH:3]=[CH:4][CH:5]=[CH:6][CH:7]=1. (4) Given the reactants [Br:1][C:2]1[C:7]([CH3:8])=[CH:6][CH:5]=[CH:4][C:3]=1I.[CH2:10]([OH:15])[C:11]([CH3:14])([CH3:13])[CH3:12].N1C2C(=CC=C3C=2N=CC=C3)C=CC=1.C(=O)([O-])[O-].[Cs+].[Cs+], predict the reaction product. The product is: [Br:1][C:2]1[C:3]([O:15][CH2:10][C:11]([CH3:14])([CH3:13])[CH3:12])=[CH:4][CH:5]=[CH:6][C:7]=1[CH3:8]. (5) Given the reactants [NH2:1][C:2]1[CH:3]=[C:4]([C:8]2[CH:9]=[C:10]3[C:15](=[CH:16][CH:17]=2)[N:14]([CH3:18])[C:13](=[O:19])[CH2:12][CH2:11]3)[CH:5]=[N:6][CH:7]=1.C(N(CC)CC)C.[CH2:27]([S:29](Cl)(=[O:31])=[O:30])[CH3:28].O, predict the reaction product. The product is: [CH3:18][N:14]1[C:15]2[C:10](=[CH:9][C:8]([C:4]3[CH:3]=[C:2]([NH:1][S:29]([CH2:27][CH3:28])(=[O:31])=[O:30])[CH:7]=[N:6][CH:5]=3)=[CH:17][CH:16]=2)[CH2:11][CH2:12][C:13]1=[O:19]. (6) Given the reactants [F:1][C:2]1[CH:3]=[C:4]([C:10]2[O:11][C:12]3[C:17]([C:18](=[O:20])[CH:19]=2)=[CH:16][CH:15]=[CH:14][CH:13]=3)[CH:5]=[CH:6][C:7]=1[O:8]C.CC(O)=O, predict the reaction product. The product is: [F:1][C:2]1[CH:3]=[C:4]([C:10]2[O:11][C:12]3[C:17]([C:18](=[O:20])[CH:19]=2)=[CH:16][CH:15]=[CH:14][CH:13]=3)[CH:5]=[CH:6][C:7]=1[OH:8]. (7) Given the reactants [CH:1]1([C:4]2[CH:9]=[CH:8][CH:7]=[CH:6][C:5]=2[OH:10])[CH2:3][CH2:2]1.[Br:11]Br, predict the reaction product. The product is: [Br:11][C:8]1[CH:7]=[CH:6][C:5]([OH:10])=[C:4]([CH:1]2[CH2:3][CH2:2]2)[CH:9]=1.